From a dataset of Peptide-MHC class I binding affinity with 185,985 pairs from IEDB/IMGT. Regression. Given a peptide amino acid sequence and an MHC pseudo amino acid sequence, predict their binding affinity value. This is MHC class I binding data. (1) The peptide sequence is FLPSDYFKSV. The MHC is HLA-A02:02 with pseudo-sequence HLA-A02:02. The binding affinity (normalized) is 0.725. (2) The peptide sequence is YQYPRDTHY. The MHC is HLA-B15:01 with pseudo-sequence HLA-B15:01. The binding affinity (normalized) is 0.675. (3) The peptide sequence is LELTDALAL. The MHC is HLA-B44:03 with pseudo-sequence HLA-B44:03. The binding affinity (normalized) is 0.299. (4) The peptide sequence is GEYNHVVAA. The MHC is HLA-B18:01 with pseudo-sequence HLA-B18:01. The binding affinity (normalized) is 0.163.